From a dataset of Full USPTO retrosynthesis dataset with 1.9M reactions from patents (1976-2016). Predict the reactants needed to synthesize the given product. (1) The reactants are: [F:1][C:2]1[CH:3]=[C:4]([CH:32]([OH:34])[CH3:33])[CH:5]=[CH:6][C:7]=1[N:8]1[CH2:13][CH2:12][N:11]([C:14]([C:16]2[CH:21]=[C:20]([S:22]([CH3:25])(=[O:24])=[O:23])[CH:19]=[CH:18][C:17]=2[N:26]2[CH2:31][CH2:30][CH2:29][CH2:28][CH2:27]2)=[O:15])[CH2:10][CH2:9]1.[H-].[Na+].[CH3:37]I. Given the product [F:1][C:2]1[CH:3]=[C:4]([CH:32]([O:34][CH3:37])[CH3:33])[CH:5]=[CH:6][C:7]=1[N:8]1[CH2:13][CH2:12][N:11]([C:14]([C:16]2[CH:21]=[C:20]([S:22]([CH3:25])(=[O:23])=[O:24])[CH:19]=[CH:18][C:17]=2[N:26]2[CH2:31][CH2:30][CH2:29][CH2:28][CH2:27]2)=[O:15])[CH2:10][CH2:9]1, predict the reactants needed to synthesize it. (2) Given the product [Br:1][C:2]1[CH:3]=[C:4]([CH:8]=[CH:9][C:10]=1[OH:11])[C:5]([O:7][CH3:12])=[O:6], predict the reactants needed to synthesize it. The reactants are: [Br:1][C:2]1[CH:3]=[C:4]([CH:8]=[CH:9][C:10]=1[OH:11])[C:5]([OH:7])=[O:6].[CH3:12][Si](C=[N+]=[N-])(C)C. (3) The reactants are: [C:1]12([CH:11]([OH:24])[CH2:12][NH:13][C:14]3[C:15]4[CH2:23][CH2:22][NH:21][CH2:20][C:16]=4[N:17]=[CH:18][N:19]=3)[CH2:10][CH:5]3[CH2:6][CH:7]([CH2:9][CH:3]([CH2:4]3)[CH2:2]1)[CH2:8]2.[C:25]([O:29][C:30]([NH:32][C@H:33]([C:41](O)=[O:42])[CH2:34][C:35]1[CH:40]=[CH:39][CH:38]=[CH:37][CH:36]=1)=[O:31])([CH3:28])([CH3:27])[CH3:26].O.ON1C2C=CC=CC=2N=N1.Cl.CN(C)CCCN=C=NCC.C(N(CC)C(C)C)(C)C. Given the product [C:25]([O:29][C:30](=[O:31])[NH:32][C@@H:33]([CH2:34][C:35]1[CH:40]=[CH:39][CH:38]=[CH:37][CH:36]=1)[C:41]([N:21]1[CH2:22][CH2:23][C:15]2[C:14]([NH:13][CH2:12][CH:11]([C:1]34[CH2:2][CH:3]5[CH2:4][CH:5]([CH2:6][CH:7]([CH2:9]5)[CH2:8]3)[CH2:10]4)[OH:24])=[N:19][CH:18]=[N:17][C:16]=2[CH2:20]1)=[O:42])([CH3:28])([CH3:26])[CH3:27], predict the reactants needed to synthesize it. (4) Given the product [CH3:15][O:16][C:17]1[CH:22]=[CH:21][C:20]([S:11]([C:8]2[CH:7]=[CH:6][C:5]([NH:4][C:1](=[O:3])[CH3:2])=[CH:10][CH:9]=2)(=[O:13])=[O:12])=[CH:19][CH:18]=1, predict the reactants needed to synthesize it. The reactants are: [C:1]([NH:4][C:5]1[CH:10]=[CH:9][C:8]([S:11]([O-:13])=[O:12])=[CH:7][CH:6]=1)(=[O:3])[CH3:2].[Na+].[CH3:15][O:16][C:17]1[CH:22]=[CH:21][C:20](B(O)O)=[CH:19][CH:18]=1.CCN(CC)CC.[NH4+].[OH-]. (5) Given the product [CH:24]([C@H:27]1[CH2:32][CH2:31][C@H:30]([NH:33][CH2:1][C:3]2[C:12]3[C:7](=[CH:8][CH:9]=[CH:10][CH:11]=3)[C:6]([O:13][C:14]3[CH:22]=[CH:21][C:17]([C:18]([NH2:20])=[O:19])=[CH:16][N:15]=3)=[CH:5][N:4]=2)[CH2:29][CH2:28]1)([CH3:26])[CH3:25], predict the reactants needed to synthesize it. The reactants are: [CH:1]([C:3]1[C:12]2[C:7](=[CH:8][CH:9]=[CH:10][CH:11]=2)[C:6]([O:13][C:14]2[CH:22]=[CH:21][C:17]([C:18]([NH2:20])=[O:19])=[CH:16][N:15]=2)=[CH:5][N:4]=1)=O.Cl.[CH:24]([C@H:27]1[CH2:32][CH2:31][C@H:30]([NH2:33])[CH2:29][CH2:28]1)([CH3:26])[CH3:25].C(O)(=O)C.[BH-](OC(C)=O)(OC(C)=O)OC(C)=O.[Na+]. (6) Given the product [C:7]1([C:5]2[N:6]=[C:2]([N:34]3[CH2:35][CH2:36][CH:31]([C:25]4[CH:30]=[CH:29][CH:28]=[CH:27][CH:26]=4)[CH2:32][CH2:33]3)[S:3][C:4]=2[C:13]([OH:15])=[O:14])[CH:8]=[CH:9][CH:10]=[CH:11][CH:12]=1, predict the reactants needed to synthesize it. The reactants are: Cl[C:2]1[S:3][C:4]([C:13]([O:15]CC)=[O:14])=[C:5]([C:7]2[CH:12]=[CH:11][CH:10]=[CH:9][CH:8]=2)[N:6]=1.C(N(CC)CC)C.[C:25]1([CH:31]2[CH2:36][CH2:35][NH:34][CH2:33][CH2:32]2)[CH:30]=[CH:29][CH:28]=[CH:27][CH:26]=1.[OH-].[Na+]. (7) Given the product [CH2:27]([N:34]1[CH:17]=[CH:16][CH:15]([CH2:14][CH:8]2[CH2:7][CH2:6][C:5]3[C:10](=[CH:11][CH:12]=[C:3]([O:2][CH3:1])[CH:4]=3)[C:9]2=[O:13])[C:23]([S:20]([CH3:19])(=[O:22])=[O:21])=[C:24]1[CH3:25])[C:28]1[CH:33]=[CH:32][CH:31]=[CH:30][CH:29]=1, predict the reactants needed to synthesize it. The reactants are: [CH3:1][O:2][C:3]1[CH:4]=[C:5]2[C:10](=[CH:11][CH:12]=1)[C:9](=[O:13])[CH:8]([CH2:14]/[CH:15]=[CH:16]/[CH:17]=O)[CH2:7][CH2:6]2.[CH3:19][S:20]([CH2:23][C:24](=O)[CH3:25])(=[O:22])=[O:21].[CH2:27]([NH2:34])[C:28]1[CH:33]=[CH:32][CH:31]=[CH:30][CH:29]=1. (8) Given the product [C:9]([C:7]1[CH:8]=[C:3]([CH2:1][CH3:2])[CH:4]=[CH:5][C:6]=1[O:38][CH:36]([CH3:37])[CH2:35][CH2:34][O:33][C:30]1[CH:29]=[CH:28][C:27]([O:26][C:23]([CH3:24])([CH3:25])[C:22]([OH:21])=[O:43])=[CH:32][CH:31]=1)(=[O:10])[C:11]1[CH:12]=[CH:13][CH:14]=[CH:15][CH:16]=1, predict the reactants needed to synthesize it. The reactants are: [CH2:1]([C:3]1[CH:4]=[CH:5][C:6](OC)=[C:7]([C:9]([C:11]2[CH:16]=[CH:15][CH:14]=[CH:13][CH:12]=2)=[O:10])[CH:8]=1)[CH3:2].C([O:21][C:22](=[O:43])[C:23]([O:26][C:27]1[CH:32]=[CH:31][C:30]([O:33][CH2:34][CH2:35][CH:36]([O:38]S(C)(=O)=O)[CH3:37])=[CH:29][CH:28]=1)([CH3:25])[CH3:24])C.C([O-])([O-])=O.[Cs+].[Cs+].Cl.[OH-].[Na+]. (9) Given the product [C:31]1([C:7]2[N:6]=[C:5]([C:3]([OH:4])=[O:2])[C:10]([NH:11][C:12]([O:14][CH2:15][C:16]3[O:17][C:18]4[CH:24]=[CH:23][C:22]([C:25]5[CH:30]=[CH:29][CH:28]=[CH:27][CH:26]=5)=[CH:21][C:19]=4[CH:20]=3)=[O:13])=[CH:9][N:8]=2)[CH:36]=[CH:35][CH:34]=[CH:33][CH:32]=1, predict the reactants needed to synthesize it. The reactants are: C[O:2][C:3]([C:5]1[C:10]([NH:11][C:12]([O:14][CH2:15][C:16]2[O:17][C:18]3[CH:24]=[CH:23][C:22]([C:25]4[CH:30]=[CH:29][CH:28]=[CH:27][CH:26]=4)=[CH:21][C:19]=3[CH:20]=2)=[O:13])=[CH:9][N:8]=[C:7]([C:31]2[CH:36]=[CH:35][CH:34]=[CH:33][CH:32]=2)[N:6]=1)=[O:4].O.[OH-].[Li+].Cl. (10) Given the product [N:3]1[CH:8]=[CH:7][CH:6]=[CH:5][C:4]=1[C:9]1[O:13][C:12]([C:14]([OH:16])=[O:15])=[CH:11][CH:10]=1, predict the reactants needed to synthesize it. The reactants are: [OH-].[Na+].[N:3]1[CH:8]=[CH:7][CH:6]=[CH:5][C:4]=1[C:9]1[O:13][C:12]([CH:14]=[O:15])=[CH:11][CH:10]=1.[O:16]1CCCC1.